This data is from Catalyst prediction with 721,799 reactions and 888 catalyst types from USPTO. The task is: Predict which catalyst facilitates the given reaction. (1) Reactant: Cl[C:2]1[C:3]2[CH2:17][CH2:16][CH2:15][C:4]=2[N:5]=[C:6]([C:8]2[CH:13]=[CH:12][CH:11]=[C:10]([Cl:14])[CH:9]=2)[N:7]=1.[NH2:18][CH2:19][CH2:20][CH2:21][C:22]([NH2:24])=[O:23].C(N(CC)C(C)C)(C)C. Product: [Cl:14][C:10]1[CH:9]=[C:8]([C:6]2[N:7]=[C:2]([NH:18][CH2:19][CH2:20][CH2:21][C:22]([NH2:24])=[O:23])[C:3]3[CH2:17][CH2:16][CH2:15][C:4]=3[N:5]=2)[CH:13]=[CH:12][CH:11]=1. The catalyst class is: 37. (2) Reactant: [C:1]([O:5][C:6](=[O:14])[NH:7][CH:8]1[CH2:13][CH2:12][NH:11][CH2:10][CH2:9]1)([CH3:4])([CH3:3])[CH3:2].[CH3:15][O:16][C:17]1[CH:18]=[C:19]2[C:24](=[CH:25][CH:26]=1)[N:23]=[CH:22][C:21]([S:27][CH2:28][CH:29]=O)=[CH:20]2.C(O[BH-](OC(=O)C)OC(=O)C)(=O)C.[Na+]. The catalyst class is: 26. Product: [C:1]([O:5][C:6](=[O:14])[NH:7][CH:8]1[CH2:13][CH2:12][N:11]([CH2:29][CH2:28][S:27][C:21]2[CH:22]=[N:23][C:24]3[C:19]([CH:20]=2)=[CH:18][C:17]([O:16][CH3:15])=[CH:26][CH:25]=3)[CH2:10][CH2:9]1)([CH3:4])([CH3:2])[CH3:3]. (3) The catalyst class is: 17. Product: [C:4]([C:3]1[CH:12]=[CH:13][CH:14]=[CH:15][C:2]=1[NH:1][S:24]([C:19]1[CH:20]=[CH:21][C:22]([Cl:23])=[C:17]([Cl:16])[CH:18]=1)(=[O:26])=[O:25])(=[O:5])[C:6]1[CH:11]=[CH:10][CH:9]=[CH:8][CH:7]=1. Reactant: [NH2:1][C:2]1[CH:15]=[CH:14][CH:13]=[CH:12][C:3]=1[C:4]([C:6]1[CH:11]=[CH:10][CH:9]=[CH:8][CH:7]=1)=[O:5].[Cl:16][C:17]1[CH:18]=[C:19]([S:24](Cl)(=[O:26])=[O:25])[CH:20]=[CH:21][C:22]=1[Cl:23]. (4) Reactant: [CH:1](NC(C)C)(C)C.[Cl:8][C:9]1[CH:16]=[C:15]([N:17]2[C:21](=[O:22])[CH2:20][C@@H:19]([OH:23])[C@@H:18]2[CH2:24][CH3:25])[CH:14]=[CH:13][C:10]=1[C:11]#[N:12].IC.O. Product: [Cl:8][C:9]1[CH:16]=[C:15]([N:17]2[C:21](=[O:22])[C@H:20]([CH3:1])[C@@H:19]([OH:23])[C@@H:18]2[CH2:24][CH3:25])[CH:14]=[CH:13][C:10]=1[C:11]#[N:12]. The catalyst class is: 7. (5) Reactant: [CH2:1]([OH:7])[CH2:2][CH2:3][CH2:4][CH2:5][OH:6].[CH2:8](Br)[C:9]1[CH:14]=[CH:13][CH:12]=[CH:11][CH:10]=1.[Al]. Product: [CH2:8]([O:6][CH2:5][CH2:4][CH2:3][CH2:2][CH2:1][OH:7])[C:9]1[CH:14]=[CH:13][CH:12]=[CH:11][CH:10]=1. The catalyst class is: 2. (6) Reactant: [F:1][C:2]([F:16])([CH2:12][CH2:13][CH2:14][CH3:15])[C:3](=[O:11])[CH2:4]P(=O)(OC)OC.[H-].[Na+].[C:19]([O:22][C@@H:23]1[C@H:27]([CH2:28][CH2:29][CH2:30][CH2:31][CH2:32][CH2:33][C:34]([O:36][CH3:37])=[O:35])[C@@H:26]([CH:38]=O)[C@H:25]([O:40][CH:41]2[CH2:46][CH2:45][CH2:44][CH2:43][O:42]2)[CH2:24]1)(=[O:21])[CH3:20]. Product: [C:19]([O:22][C@@H:23]1[C@H:27]([CH2:28][CH2:29][CH2:30][CH2:31][CH2:32][CH2:33][C:34]([O:36][CH3:37])=[O:35])[C@@H:26](/[CH:38]=[CH:4]/[C:3](=[O:11])[C:2]([F:1])([F:16])[CH2:12][CH2:13][CH2:14][CH3:15])[C@H:25]([O:40][CH:41]2[CH2:46][CH2:45][CH2:44][CH2:43][O:42]2)[CH2:24]1)(=[O:21])[CH3:20]. The catalyst class is: 1. (7) Reactant: [NH2:1][C:2]1[N:7]=[CH:6][N:5]=[C:4]2[N:8]([C@H:25]3[CH2:30][CH2:29][C@@H:28]([N:31]4[CH2:36][CH2:35][N:34]([CH3:37])[CH2:33][CH2:32]4)[CH2:27][CH2:26]3)[N:9]=[C:10]([C:11]3[CH:16]=[CH:15][C:14]([NH:17]C(=O)OC(C)(C)C)=[CH:13][CH:12]=3)[C:3]=12.FC(F)(F)C(O)=O. Product: [NH2:17][C:14]1[CH:13]=[CH:12][C:11]([C:10]2[C:3]3[C:4](=[N:5][CH:6]=[N:7][C:2]=3[NH2:1])[N:8]([C@H:25]3[CH2:30][CH2:29][C@@H:28]([N:31]4[CH2:32][CH2:33][N:34]([CH3:37])[CH2:35][CH2:36]4)[CH2:27][CH2:26]3)[N:9]=2)=[CH:16][CH:15]=1. The catalyst class is: 4. (8) Reactant: CS(O[CH2:6][CH2:7][C@@:8]1([C:31]2[CH:36]=[CH:35][C:34]([F:37])=[CH:33][CH:32]=2)[O:13][C:12](=[O:14])[N:11]([C@H:15]([C:17]2[CH:22]=[CH:21][C:20]([C:23]3[CH:28]=[CH:27][C:26]([F:29])=[CH:25][C:24]=3[F:30])=[CH:19][CH:18]=2)[CH3:16])[CH2:10][CH2:9]1)(=O)=O.[NH:38]1[CH:42]=[CH:41][N:40]=[C:39]1[NH2:43].C([O-])([O-])=O.[K+].[K+]. Product: [NH:38]1[CH:42]=[CH:41][N:40]=[C:39]1[NH:43][CH2:6][CH2:7][C@@:8]1([C:31]2[CH:36]=[CH:35][C:34]([F:37])=[CH:33][CH:32]=2)[O:13][C:12](=[O:14])[N:11]([C@H:15]([C:17]2[CH:18]=[CH:19][C:20]([C:23]3[CH:28]=[CH:27][C:26]([F:29])=[CH:25][C:24]=3[F:30])=[CH:21][CH:22]=2)[CH3:16])[CH2:10][CH2:9]1. The catalyst class is: 10. (9) Reactant: C(N[C@@H](CC1C=CC=CC=1)C(=O)CCC(N[C@H](C(O)=O)CC1C2C(=CC=CC=2)NC=1)=O)(=O)C1C=CC=CC=1.C[O:40][C:41](=[O:74])[C@H:42]([CH2:67][C:68]1[CH:73]=[CH:72][CH:71]=[CH:70][CH:69]=1)[NH:43][C:44](=[O:66])[CH2:45][CH2:46][C:47](=[O:65])[C@@H:48]([NH:56][C:57](=[O:64])[C:58]1[CH:63]=[CH:62][CH:61]=[CH:60][CH:59]=1)[CH2:49][C:50]1[CH:55]=[CH:54][CH:53]=[CH:52][CH:51]=1.[Li+].[OH-]. Product: [C:57]([NH:56][C@@H:48]([CH2:49][C:50]1[CH:51]=[CH:52][CH:53]=[CH:54][CH:55]=1)[C:47](=[O:65])[CH2:46][CH2:45][C:44]([NH:43][C@H:42]([C:41]([OH:74])=[O:40])[CH2:67][C:68]1[CH:69]=[CH:70][CH:71]=[CH:72][CH:73]=1)=[O:66])(=[O:64])[C:58]1[CH:59]=[CH:60][CH:61]=[CH:62][CH:63]=1. The catalyst class is: 36.